This data is from Full USPTO retrosynthesis dataset with 1.9M reactions from patents (1976-2016). The task is: Predict the reactants needed to synthesize the given product. Given the product [CH2:1]([O:5][CH2:6][CH2:7][O:8][C:9]1[CH:10]=[CH:11][C:12]([C:15]2[CH:16]=[CH:17][C:18]3[N:24]([C:25](=[O:30])[C:26]([F:29])([F:27])[F:28])[CH2:23][CH2:22][C:21]([C:31]([NH:35][C:36]4[CH:41]=[CH:40][C:39]([CH:42]([OH:43])[C:44]5[CH:49]=[CH:48][CH:47]=[CH:46][N:45]=5)=[C:38]([Cl:50])[CH:37]=4)=[O:32])=[CH:20][C:19]=3[CH:34]=2)=[CH:13][CH:14]=1)[CH2:2][CH2:3][CH3:4], predict the reactants needed to synthesize it. The reactants are: [CH2:1]([O:5][CH2:6][CH2:7][O:8][C:9]1[CH:14]=[CH:13][C:12]([C:15]2[CH:16]=[CH:17][C:18]3[N:24]([C:25](=[O:30])[C:26]([F:29])([F:28])[F:27])[CH2:23][CH2:22][C:21]([C:31](O)=[O:32])=[CH:20][C:19]=3[CH:34]=2)=[CH:11][CH:10]=1)[CH2:2][CH2:3][CH3:4].[NH2:35][C:36]1[CH:41]=[CH:40][C:39]([CH:42]([C:44]2[CH:49]=[CH:48][CH:47]=[CH:46][N:45]=2)[OH:43])=[C:38]([Cl:50])[CH:37]=1.ON1C2C=CC=CC=2N=N1.Cl.C(N=C=NCCCN(C)C)C.